Dataset: Full USPTO retrosynthesis dataset with 1.9M reactions from patents (1976-2016). Task: Predict the reactants needed to synthesize the given product. (1) Given the product [CH2:18]([O:17][CH2:16][C@@H:15]([C:22]([O:24][CH3:25])=[O:23])[NH:14][C:12]([C:3]1[C:2]([NH:1][C:27]([NH:26][C:29]2[C:30]([CH3:37])=[CH:31][C:32]([CH3:36])=[CH:33][C:34]=2[CH3:35])=[O:28])=[CH:11][C:10]2[C:5](=[CH:6][CH:7]=[CH:8][CH:9]=2)[CH:4]=1)=[O:13])[CH2:19][CH2:20][CH3:21], predict the reactants needed to synthesize it. The reactants are: [NH2:1][C:2]1[C:3]([C:12]([NH:14][C@H:15]([C:22]([O:24][CH3:25])=[O:23])[CH2:16][O:17][CH2:18][CH2:19][CH2:20][CH3:21])=[O:13])=[CH:4][C:5]2[C:10]([CH:11]=1)=[CH:9][CH:8]=[CH:7][CH:6]=2.[N:26]([C:29]1[C:34]([CH3:35])=[CH:33][C:32]([CH3:36])=[CH:31][C:30]=1[CH3:37])=[C:27]=[O:28]. (2) Given the product [OH:1][C:2]1[CH:3]=[C:4]2[C:9](=[CH:10][CH:11]=1)[CH:8]=[C:7]([C:16]1[CH:17]=[N:18][C:19]([C:22]([OH:24])=[O:23])=[N:20][CH:21]=1)[CH:6]=[CH:5]2, predict the reactants needed to synthesize it. The reactants are: [OH:1][C:2]1[CH:3]=[C:4]2[C:9](=[CH:10][CH:11]=1)[CH:8]=[C:7](B(O)O)[CH:6]=[CH:5]2.Br[C:16]1[CH:17]=[N:18][C:19]([C:22]([O:24]C)=[O:23])=[N:20][CH:21]=1. (3) Given the product [Cl:64][C:62]1[CH:61]=[C:60]([C@H:65]2[O:70][CH2:69][CH2:68][NH:67][CH2:66]2)[CH:59]=[C:58]([Cl:57])[CH:63]=1, predict the reactants needed to synthesize it. The reactants are: FC1C=CC(S(N(S(C2C=CC(N3CC[C@@H](O)C3=O)=CC=2)(=O)=O)C2SC=CN=2)(=O)=O)=CC=1.C(N(CC)C(C)C)(C)C.S(OS(C(F)(F)F)(=O)=O)(C(F)(F)F)(=O)=O.[Cl:57][C:58]1[CH:59]=[C:60]([CH:65]2[O:70][CH2:69][CH2:68][NH:67][CH2:66]2)[CH:61]=[C:62]([Cl:64])[CH:63]=1. (4) Given the product [CH2:1]([O:5][C:6](=[O:7])[NH:8][C@@H:9]([CH2:10][OH:11])[CH2:14][C:15]([N:17]1[CH2:22][CH2:21][C:20](=[C:23]2[C:24]3[CH:37]=[CH:36][CH:35]=[CH:34][C:25]=3[CH:26]=[CH:27][C:28]3[CH:33]=[CH:32][CH:31]=[CH:30][C:29]2=3)[CH2:19][CH2:18]1)=[O:16])[CH3:2], predict the reactants needed to synthesize it. The reactants are: [C:1]([O:5][C:6]([NH:8][C@H:9]([CH2:14][C:15]([N:17]1[CH2:22][CH2:21][C:20](=[C:23]2[C:29]3[CH:30]=[CH:31][CH:32]=[CH:33][C:28]=3[CH:27]=[CH:26][C:25]3[CH:34]=[CH:35][CH:36]=[CH:37][C:24]2=3)[CH2:19][CH2:18]1)=[O:16])[C:10](OC)=[O:11])=[O:7])(C)(C)[CH3:2].Cl.C(OCC)(=O)C.C(OC(OCC)=O)(=O)OCC.C(N(CC)CC)C.[Cl-].[NH4+]. (5) Given the product [N:26]1([C:21]([C:19]2[N:18]=[CH:17][N:16]([C:12]3[CH:13]=[CH:14][CH:15]=[C:10]([NH:9][C:5]4[N:4]=[C:3]([C:2]([F:25])([F:1])[F:24])[CH:8]=[CH:7][N:6]=4)[CH:11]=3)[CH:20]=2)=[O:22])[CH2:30][CH2:29][CH2:28][CH2:27]1, predict the reactants needed to synthesize it. The reactants are: [F:1][C:2]([F:25])([F:24])[C:3]1[CH:8]=[CH:7][N:6]=[C:5]([NH:9][C:10]2[CH:11]=[C:12]([N:16]3[CH:20]=[C:19]([C:21](O)=[O:22])[N:18]=[CH:17]3)[CH:13]=[CH:14][CH:15]=2)[N:4]=1.[NH:26]1[CH2:30][CH2:29][CH2:28][CH2:27]1.CN(C(ON1N=NC2C=CC=NC1=2)=[N+](C)C)C.F[P-](F)(F)(F)(F)F.C(N(C(C)C)CC)(C)C.